Dataset: Forward reaction prediction with 1.9M reactions from USPTO patents (1976-2016). Task: Predict the product of the given reaction. (1) The product is: [CH2:15]([N:11]1[C:12]2[C:7](=[C:6]([OH:29])[C:5]([C:3]([NH:30][CH2:31][CH2:32][C:33]([OH:35])=[O:34])=[O:4])=[N:14][CH:13]=2)[CH:8]=[C:9]([C:23]2[CH:28]=[CH:27][N:26]=[CH:25][CH:24]=2)[C:10]1=[O:22])[C:16]1[CH:17]=[CH:18][CH:19]=[CH:20][CH:21]=1. Given the reactants CO[C:3]([C:5]1[C:6]([OH:29])=[C:7]2[C:12](=[CH:13][N:14]=1)[N:11]([CH2:15][C:16]1[CH:21]=[CH:20][CH:19]=[CH:18][CH:17]=1)[C:10](=[O:22])[C:9]([C:23]1[CH:28]=[CH:27][N:26]=[CH:25][CH:24]=1)=[CH:8]2)=[O:4].[NH2:30][CH2:31][CH2:32][C:33]([OH:35])=[O:34].C[O-].[Na+], predict the reaction product. (2) Given the reactants [CH3:1][O:2][C:3](=[O:20])[CH:4]([O:13][C:14]1[CH:19]=[CH:18][CH:17]=[CH:16][CH:15]=1)[CH2:5][C:6]1[CH:11]=[CH:10][C:9]([OH:12])=[CH:8][CH:7]=1.[CH3:21][S:22][C:23]1[CH:28]=[CH:27][C:26]([CH2:29][CH2:30]O)=[CH:25][CH:24]=1, predict the reaction product. The product is: [CH3:1][O:2][C:3](=[O:20])[CH:4]([O:13][C:14]1[CH:15]=[CH:16][CH:17]=[CH:18][CH:19]=1)[CH2:5][C:6]1[CH:11]=[CH:10][C:9]([O:12][CH2:30][CH2:29][C:26]2[CH:27]=[CH:28][C:23]([S:22][CH3:21])=[CH:24][CH:25]=2)=[CH:8][CH:7]=1. (3) Given the reactants [H-].[Na+].[I:3][C:4]1[CH:5]=[C:6](/[CH:10]=[CH:11]/[C:12]([O:14][CH2:15][CH3:16])=[O:13])[CH:7]=[CH:8][CH:9]=1.[CH3:17]S(C)=O, predict the reaction product. The product is: [I:3][C:4]1[CH:5]=[C:6]([C@@H:10]2[CH2:17][C@H:11]2[C:12]([O:14][CH2:15][CH3:16])=[O:13])[CH:7]=[CH:8][CH:9]=1. (4) Given the reactants [CH2:1]([C:5]1[CH:10]=[CH:9][C:8]([C:11]2[CH:12]=[CH:13][C:14]3[C:15]4[CH2:27][C:26]5[C:21](=[CH:22][CH:23]=[C:24]([NH2:28])[CH:25]=5)[C:16]=4[NH:17][C:18]=3[C:19]=2[F:20])=[CH:7][CH:6]=1)[CH2:2][CH2:3][CH3:4].CC(O)=O.O.[O:34]([C:36]#[N:37])[Na], predict the reaction product. The product is: [CH2:1]([C:5]1[CH:6]=[CH:7][C:8]([C:11]2[CH:12]=[CH:13][C:14]3[C:15]4[CH2:27][C:26]5[C:21](=[CH:22][CH:23]=[C:24]([NH:28][C:36]([NH2:37])=[O:34])[CH:25]=5)[C:16]=4[NH:17][C:18]=3[C:19]=2[F:20])=[CH:9][CH:10]=1)[CH2:2][CH2:3][CH3:4]. (5) Given the reactants [H-].[Na+].[C:3]1([SH:9])[CH:8]=[CH:7][CH:6]=[CH:5][CH:4]=1.Br[C:11]1[N:16]2[N:17]=[C:18]([NH:20][C:21]([CH:23]3[CH2:25][CH2:24]3)=[O:22])[N:19]=[C:15]2[CH:14]=[CH:13][CH:12]=1, predict the reaction product. The product is: [C:3]1([S:9][C:11]2[N:16]3[N:17]=[C:18]([NH:20][C:21]([CH:23]4[CH2:24][CH2:25]4)=[O:22])[N:19]=[C:15]3[CH:14]=[CH:13][CH:12]=2)[CH:8]=[CH:7][CH:6]=[CH:5][CH:4]=1. (6) Given the reactants C([O:8][C:9]1[C:13]([O:14]CC2C=CC=CC=2)=[C:12]([C:22](=[O:26])[N:23]([CH3:25])[CH3:24])[N:11]([C:27]2[CH:32]=[CH:31][C:30]([O:33][CH2:34][CH2:35][CH2:36][S:37]([CH3:40])(=[O:39])=[O:38])=[CH:29][CH:28]=2)[C:10]=1[C:41]([O:43][CH2:44][CH3:45])=[O:42])C1C=CC=CC=1, predict the reaction product. The product is: [CH3:25][N:23]([CH3:24])[C:22]([C:12]1[N:11]([C:27]2[CH:28]=[CH:29][C:30]([O:33][CH2:34][CH2:35][CH2:36][S:37]([CH3:40])(=[O:39])=[O:38])=[CH:31][CH:32]=2)[C:10]([C:41]([O:43][CH2:44][CH3:45])=[O:42])=[C:9]([OH:8])[C:13]=1[OH:14])=[O:26]. (7) The product is: [Br:1][C:2]1[CH:3]=[C:4]([F:11])[C:5]([CH2:8][OH:9])=[N:6][CH:7]=1. Given the reactants [Br:1][C:2]1[CH:3]=[C:4]([F:11])[C:5]([C:8](O)=[O:9])=[N:6][CH:7]=1, predict the reaction product. (8) Given the reactants O[CH2:2][C:3]([C:5]1[CH:10]=[CH:9][CH:8]=[CH:7][CH:6]=1)=[O:4].N1([C:17]2[CH:24]=[CH:23][C:20]([CH:21]=O)=[CH:19]N=2)CCCCC1.O([CH3:27])[Na], predict the reaction product. The product is: [C:20]1([CH:21]=[CH:2][C:3]([C:5]2[CH:10]=[CH:9][CH:8]=[CH:7][CH:6]=2)=[O:4])[CH:19]=[CH:27][CH:17]=[CH:24][CH:23]=1.